From a dataset of Reaction yield outcomes from USPTO patents with 853,638 reactions. Predict the reaction yield, written as a fraction of the theoretical maximum amount of product (1.0 means a 100% yield; for example, 0.34 means a 34% yield). (1) The reactants are [Si:1]([O:8][C:9]1[CH:14]=[CH:13][C:12]([C:15]2[N:16]=[C:17]([C:22]3[CH:27]=[CH:26][C:25]([N:28]([CH3:30])[CH3:29])=[CH:24][CH:23]=3)[C:18]([NH2:21])=[N:19][CH:20]=2)=[CH:11][CH:10]=1)([C:4]([CH3:7])([CH3:6])[CH3:5])([CH3:3])[CH3:2].[Si:31]([O:38][C:39]1[CH:44]=[CH:43][C:42]([CH2:45][C:46](Cl)=[O:47])=[CH:41][CH:40]=1)([C:34]([CH3:37])([CH3:36])[CH3:35])([CH3:33])[CH3:32].O. The catalyst is CN(C)C1C=CN=CC=1.N1C=CC=CC=1. The product is [Si:31]([O:38][C:39]1[CH:40]=[CH:41][C:42]([CH2:45][C:46]([NH:21][C:18]2[C:17]([C:22]3[CH:27]=[CH:26][C:25]([N:28]([CH3:30])[CH3:29])=[CH:24][CH:23]=3)=[N:16][C:15]([C:12]3[CH:11]=[CH:10][C:9]([O:8][Si:1]([C:4]([CH3:7])([CH3:6])[CH3:5])([CH3:3])[CH3:2])=[CH:14][CH:13]=3)=[CH:20][N:19]=2)=[O:47])=[CH:43][CH:44]=1)([C:34]([CH3:37])([CH3:36])[CH3:35])([CH3:33])[CH3:32]. The yield is 0.400. (2) The reactants are Cl[C:2]1[N:7]=[C:6]([NH:8][CH2:9][C:10]2[CH:14]=[C:13]([CH3:15])[O:12][C:11]=2[CH3:16])[C:5]([F:17])=[CH:4][N:3]=1.[NH2:18][C:19]1[CH:20]=[C:21]([OH:25])[CH:22]=[CH:23][CH:24]=1. No catalyst specified. The product is [CH3:16][C:11]1[O:12][C:13]([CH3:15])=[CH:14][C:10]=1[CH2:9][NH:8][C:6]1[C:5]([F:17])=[CH:4][N:3]=[C:2]([NH:18][C:19]2[CH:24]=[CH:23][CH:22]=[C:21]([OH:25])[CH:20]=2)[N:7]=1. The yield is 0.510. (3) The reactants are Cl[C:2]1[N:6]([CH3:7])[N:5]=[CH:4][C:3]=1[N+:8]([O-:10])=[O:9].[OH:11][C@H:12]1[CH2:16][CH2:15][NH:14][CH2:13]1. No catalyst specified. The product is [CH3:7][N:6]1[C:2]([N:14]2[CH2:15][CH2:16][C@H:12]([OH:11])[CH2:13]2)=[C:3]([N+:8]([O-:10])=[O:9])[CH:4]=[N:5]1. The yield is 0.960. (4) The reactants are [C:1]([C:5]1[CH:13]=[C:12]2[C:8]([CH2:9][CH:10]([CH3:15])[C:11]2=O)=[C:7]([C:16]2[CH:21]=[CH:20][CH:19]=[CH:18][CH:17]=2)[C:6]=1[O:22][CH3:23])([CH3:4])([CH3:3])[CH3:2].[BH4-].[Na+].CO.Cl. The catalyst is C1COCC1.O. The product is [C:1]([C:5]1[CH:13]=[C:12]2[C:8](=[C:7]([C:16]3[CH:21]=[CH:20][CH:19]=[CH:18][CH:17]=3)[C:6]=1[O:22][CH3:23])[CH2:9][C:10]([CH3:15])=[CH:11]2)([CH3:4])([CH3:2])[CH3:3]. The yield is 0.990. (5) The catalyst is CO. The yield is 1.00. The product is [OH:17][N:16]=[C:1]([C:4]1[CH:13]=[CH:12][C:7]([C:8]([O:10][CH3:11])=[O:9])=[CH:6][C:5]=1[CH3:14])[CH3:2]. The reactants are [C:1]([C:4]1[CH:13]=[CH:12][C:7]([C:8]([O:10][CH3:11])=[O:9])=[CH:6][C:5]=1[CH3:14])(=O)[CH3:2].Cl.[NH2:16][OH:17].C([O-])(=O)C.[Na+]. (6) The reactants are [H-].[Na+].[CH2:3]([N:10]([CH2:28][C:29]1[CH:34]=[CH:33][CH:32]=[CH:31][CH:30]=1)[CH2:11][C@H:12]([OH:27])[CH2:13][N:14]1[CH2:19][CH2:18][N:17]([C:20]([O:22][C:23]([CH3:26])([CH3:25])[CH3:24])=[O:21])[CH2:16][CH2:15]1)[C:4]1[CH:9]=[CH:8][CH:7]=[CH:6][CH:5]=1.CI.[C:37](=O)(O)[O-].[Na+]. The catalyst is O1CCCC1. The product is [CH2:3]([N:10]([CH2:28][C:29]1[CH:30]=[CH:31][CH:32]=[CH:33][CH:34]=1)[CH2:11][C@H:12]([O:27][CH3:37])[CH2:13][N:14]1[CH2:15][CH2:16][N:17]([C:20]([O:22][C:23]([CH3:26])([CH3:25])[CH3:24])=[O:21])[CH2:18][CH2:19]1)[C:4]1[CH:9]=[CH:8][CH:7]=[CH:6][CH:5]=1. The yield is 0.560.